Dataset: Reaction yield outcomes from USPTO patents with 853,638 reactions. Task: Predict the reaction yield, written as a fraction of the theoretical maximum amount of product (1.0 means a 100% yield; for example, 0.34 means a 34% yield). (1) The reactants are [NH2:1][C:2]1[CH:3]=[CH:4][C:5]2[O:9][C:8]([C:10]3[CH:11]=[CH:12][C:13]4[CH:14]=[C:15]5[C:22](=[O:23])[NH:21][CH2:20][C:19]6([CH2:26][CH2:25][CH2:24]6)[N:16]5[C:17]=4[CH:18]=3)=[N:7][C:6]=2[CH:27]=1.C(N(C(C)C)CC)(C)C.[C:37](Cl)(=[O:40])[CH:38]=[CH2:39]. The catalyst is C(Cl)Cl.C1COCC1. The product is [O:23]=[C:22]1[C:15]2=[CH:14][C:13]3[CH:12]=[CH:11][C:10]([C:8]4[O:9][C:5]5[CH:4]=[CH:3][C:2]([NH:1][C:37](=[O:40])[CH:38]=[CH2:39])=[CH:27][C:6]=5[N:7]=4)=[CH:18][C:17]=3[N:16]2[C:19]2([CH2:26][CH2:25][CH2:24]2)[CH2:20][NH:21]1. The yield is 0.280. (2) The reactants are Br[C:2]1[N:7]=[C:6]([C:8]([OH:10])=[O:9])[CH:5]=[CH:4][CH:3]=1.[O:11]1[CH2:16][CH:15]=[C:14](B2OC(C)(C)C(C)(C)O2)[CH2:13][CH2:12]1.C(=O)([O-])[O-].[K+].[K+]. The catalyst is O.C(Cl)Cl.[Pd](Cl)Cl.C1(P(C2C=CC=CC=2)[C-]2C=CC=C2)C=CC=CC=1.[C-]1(P(C2C=CC=CC=2)C2C=CC=CC=2)C=CC=C1.[Fe+2]. The product is [O:11]1[CH2:12][CH:13]=[C:14]([C:2]2[N:7]=[C:6]([C:8]([OH:10])=[O:9])[CH:5]=[CH:4][CH:3]=2)[CH2:15][CH2:16]1. The yield is 0.295. (3) The reactants are [CH3:1][C:2]1[CH:7]=[CH:6][C:5]([C:8]2[C:16]3[O:15][CH:14]([CH2:17][NH2:18])[CH2:13][C:12]=3[CH:11]=[CH:10][CH:9]=2)=[CH:4][CH:3]=1.C(N(C(C)C)CC)(C)C.Cl[C:29]([O:31][CH2:32][C:33]1[CH:38]=[CH:37][CH:36]=[CH:35][CH:34]=1)=[O:30]. No catalyst specified. The product is [CH2:32]([O:31][C:29](=[O:30])[NH:18][CH2:17][CH:14]1[CH2:13][C:12]2[CH:11]=[CH:10][CH:9]=[C:8]([C:5]3[CH:4]=[CH:3][C:2]([CH3:1])=[CH:7][CH:6]=3)[C:16]=2[O:15]1)[C:33]1[CH:38]=[CH:37][CH:36]=[CH:35][CH:34]=1. The yield is 0.930. (4) The yield is 0.780. The catalyst is C1COCC1.CN(C1C=CN=CC=1)C. The reactants are [C:1]([N:8]1[CH2:12][CH2:11][C@H:10]([NH:13][CH:14]2[CH2:19][CH2:18][C:17]([CH3:21])([CH3:20])[CH2:16][CH2:15]2)[CH2:9]1)([O:3][C:4]([CH3:7])([CH3:6])[CH3:5])=[O:2].[CH3:22][C:23]([CH3:32])([CH2:27][O:28][C:29](=[O:31])[CH3:30])[C:24](Cl)=[O:25]. The product is [C:1]([N:8]1[CH2:12][CH2:11][C@H:10]([N:13]([C:24](=[O:25])[C:23]([CH3:32])([CH3:22])[CH2:27][O:28][C:29](=[O:31])[CH3:30])[CH:14]2[CH2:19][CH2:18][C:17]([CH3:21])([CH3:20])[CH2:16][CH2:15]2)[CH2:9]1)([O:3][C:4]([CH3:7])([CH3:6])[CH3:5])=[O:2]. (5) The reactants are [Br:1][C:2]1[CH:8]=[CH:7][CH:6]=[C:5]([C:9]([CH3:12])([CH3:11])[CH3:10])[C:3]=1[NH2:4].C(=O)(O)[O-].[Na+].[I:18]I.S([O-])([O-])(=O)=S.[Na+].[Na+]. The catalyst is O. The product is [Br:1][C:2]1[CH:8]=[C:7]([I:18])[CH:6]=[C:5]([C:9]([CH3:12])([CH3:11])[CH3:10])[C:3]=1[NH2:4]. The yield is 0.650.